Dataset: Forward reaction prediction with 1.9M reactions from USPTO patents (1976-2016). Task: Predict the product of the given reaction. (1) Given the reactants C(OC(=O)[NH:7][CH:8]([C:20]1[N:24]2[CH:25]=[CH:26][CH:27]=[CH:28][C:23]2=[N:22][N:21]=1)[CH2:9][C:10]1[CH:11]=[C:12]2[C:16](=[C:17]([CH3:19])[CH:18]=1)[NH:15][N:14]=[CH:13]2)(C)(C)C, predict the reaction product. The product is: [N:22]1[N:21]=[C:20]([CH:8]([NH2:7])[CH2:9][C:10]2[CH:11]=[C:12]3[C:16](=[C:17]([CH3:19])[CH:18]=2)[NH:15][N:14]=[CH:13]3)[N:24]2[CH:25]=[CH:26][CH:27]=[CH:28][C:23]=12. (2) Given the reactants [C:1]1(B(O)O)[C:10]2[C:5](=[CH:6][CH:7]=[CH:8][CH:9]=2)[CH:4]=[CH:3][CH:2]=1.Br[C:15]1[CH:20]=[CH:19][C:18](Br)=[CH:17][C:16]=1[N+:22]([O-:24])=[O:23].C(=O)([O-])[O-].[K+].[K+], predict the reaction product. The product is: [N+:22]([C:16]1[CH:17]=[C:18]([C:1]2[C:10]3[C:5](=[CH:6][CH:7]=[CH:8][CH:9]=3)[CH:4]=[CH:3][CH:2]=2)[CH:19]=[CH:20][C:15]=1[C:9]1[C:10]2[C:5](=[CH:4][CH:3]=[CH:2][CH:1]=2)[CH:6]=[CH:7][CH:8]=1)([O-:24])=[O:23]. (3) The product is: [F:19][C:16]1[CH:17]=[CH:18][C:13]([O:11][C:2]2[CH:3]=[CH:4][C:5]3[C:10](=[CH:9][CH:8]=[CH:7][CH:6]=3)[CH:1]=2)=[C:14]([N+:20]([O-:22])=[O:21])[CH:15]=1.[F:23][C:24]1[CH:25]=[CH:26][C:27]([O:31][C:32]2[CH:41]=[CH:40][C:39]3[C:34](=[CH:35][CH:36]=[CH:37][CH:38]=3)[CH:33]=2)=[C:28]([NH:29][C:2]([NH:42][C:43]2[S:44][CH:45]=[CH:46][N:47]=2)=[O:11])[CH:30]=1. Given the reactants [CH:1]1[C:10]2[C:5](=[CH:6][CH:7]=[CH:8][CH:9]=2)[CH:4]=[CH:3][C:2]=1[OH:11].F[C:13]1[CH:18]=[CH:17][C:16]([F:19])=[CH:15][C:14]=1[N+:20]([O-:22])=[O:21].[F:23][C:24]1[CH:25]=[CH:26][C:27]([O:31][C:32]2[CH:41]=[CH:40][C:39]3[C:34](=[CH:35][CH:36]=[CH:37][CH:38]=3)[CH:33]=2)=[C:28]([CH:30]=1)[NH2:29].[NH2:42][C:43]1[S:44][CH:45]=[CH:46][N:47]=1, predict the reaction product. (4) Given the reactants [OH-].[Na+].[CH:3]([C:6]1[N:10]=[C:9]([CH:11]2[CH2:16][CH2:15][CH2:14][N:13]([C:17]3[N:22]=[C:21]([CH3:23])[C:20]([CH:24]([CH2:29][CH2:30][CH3:31])[C:25]([O:27]C)=[O:26])=[C:19]([C:32]4[CH:37]=[CH:36][C:35]([CH3:38])=[CH:34][CH:33]=4)[N:18]=3)[CH2:12]2)[O:8][N:7]=1)([CH3:5])[CH3:4], predict the reaction product. The product is: [CH:3]([C:6]1[N:10]=[C:9]([CH:11]2[CH2:16][CH2:15][CH2:14][N:13]([C:17]3[N:22]=[C:21]([CH3:23])[C:20]([CH:24]([CH2:29][CH2:30][CH3:31])[C:25]([OH:27])=[O:26])=[C:19]([C:32]4[CH:33]=[CH:34][C:35]([CH3:38])=[CH:36][CH:37]=4)[N:18]=3)[CH2:12]2)[O:8][N:7]=1)([CH3:5])[CH3:4]. (5) Given the reactants [C:1]([O:5][C:6]([N:8]1[CH2:13][CH2:12][C@H:11]([O:14][C:15]2[CH:20]=[CH:19][CH:18]=[C:17]([N:21]=C(C3C=CC=CC=3)C3C=CC=CC=3)[N:16]=2)[CH2:10][C@@H:9]1[CH3:35])=[O:7])([CH3:4])([CH3:3])[CH3:2].C([O-])(=O)C.[Na+].Cl.ON, predict the reaction product. The product is: [C:1]([O:5][C:6]([N:8]1[CH2:13][CH2:12][C@H:11]([O:14][C:15]2[CH:20]=[CH:19][CH:18]=[C:17]([NH2:21])[N:16]=2)[CH2:10][C@@H:9]1[CH3:35])=[O:7])([CH3:4])([CH3:2])[CH3:3].